Dataset: Reaction yield outcomes from USPTO patents with 853,638 reactions. Task: Predict the reaction yield, written as a fraction of the theoretical maximum amount of product (1.0 means a 100% yield; for example, 0.34 means a 34% yield). (1) The reactants are C([NH:5][S:6]([C:9]1[CH:14]=[CH:13][CH:12]=[C:11]([C:15]2[N:16]=[CH:17][N:18]([C:20]3[N:25]=[C:24]([C:26]([F:29])([F:28])[F:27])[CH:23]=[C:22]([C:30]4[CH:35]=[CH:34][C:33]([Cl:36])=[CH:32][CH:31]=4)[N:21]=3)[CH:19]=2)[CH:10]=1)(=[O:8])=[O:7])(C)(C)C.C(O)(C(F)(F)F)=O. The catalyst is ClCCl. The product is [Cl:36][C:33]1[CH:32]=[CH:31][C:30]([C:22]2[CH:23]=[C:24]([C:26]([F:27])([F:28])[F:29])[N:25]=[C:20]([N:18]3[CH:19]=[C:15]([C:11]4[CH:10]=[C:9]([S:6]([NH2:5])(=[O:7])=[O:8])[CH:14]=[CH:13][CH:12]=4)[N:16]=[CH:17]3)[N:21]=2)=[CH:35][CH:34]=1. The yield is 0.340. (2) The reactants are [Cl:1][C:2]1[N:7]=[C:6](I)[N:5]=[C:4]([N:9]2[CH2:15][CH:14]3[O:16][CH:11]([CH2:12][CH2:13]3)[CH2:10]2)[CH:3]=1.CC1(C)C(C)(C)OB([C:25]2[CH:30]=[CH:29][C:28]([N+:31]([O-:33])=[O:32])=[CH:27][CH:26]=2)O1.C([O-])([O-])=O.[Na+].[Na+]. The catalyst is COCCOC.C(OCC)(=O)C.C1C=CC([P]([Pd]([P](C2C=CC=CC=2)(C2C=CC=CC=2)C2C=CC=CC=2)([P](C2C=CC=CC=2)(C2C=CC=CC=2)C2C=CC=CC=2)[P](C2C=CC=CC=2)(C2C=CC=CC=2)C2C=CC=CC=2)(C2C=CC=CC=2)C2C=CC=CC=2)=CC=1. The product is [Cl:1][C:2]1[N:7]=[C:6]([C:25]2[CH:30]=[CH:29][C:28]([N+:31]([O-:33])=[O:32])=[CH:27][CH:26]=2)[N:5]=[C:4]([N:9]2[CH2:15][CH:14]3[O:16][CH:11]([CH2:12][CH2:13]3)[CH2:10]2)[CH:3]=1. The yield is 0.790. (3) The reactants are [Cl:1][C:2]1[CH:7]2[CH2:8][CH:4]([CH2:5][CH2:6]2)[C:3]=1[CH:9]=O.C1(P(C2C=CC=CC=2)(C2C=CC=CC=2)=[CH:18][C:19]([O:21][CH2:22][CH3:23])=[O:20])C=CC=CC=1. The catalyst is C(Cl)Cl. The product is [Cl:1][C:2]1[CH:7]2[CH2:8][CH:4]([CH2:5][CH2:6]2)[C:3]=1/[CH:9]=[CH:18]/[C:19]([O:21][CH2:22][CH3:23])=[O:20]. The yield is 0.460. (4) The reactants are [Li+].C[Si]([N-][Si](C)(C)C)(C)C.[O:11]=[C:12]1[CH2:16][CH2:15][CH2:14][N:13]1[C:17]([O:19][C:20]([CH3:23])([CH3:22])[CH3:21])=[O:18].Br[CH2:25][C:26]1[CH:31]=[CH:30][C:29]([Cl:32])=[CH:28][CH:27]=1.C1C[O:36]CC1. No catalyst specified. The product is [C:20]([O:19][C:17]([NH:13][CH2:14][CH2:15][CH:16]([CH2:25][C:26]1[CH:31]=[CH:30][C:29]([Cl:32])=[CH:28][CH:27]=1)[C:12]([OH:36])=[O:11])=[O:18])([CH3:23])([CH3:22])[CH3:21]. The yield is 0.0940. (5) The reactants are Br[C:2]1[NH:3][C:4]2[C:9]([C:10]=1[CH:11]1[CH2:16][CH2:15][CH2:14][CH2:13][CH2:12]1)=[CH:8][CH:7]=[C:6]([C:17]([O:19][CH3:20])=[O:18])[CH:5]=2.[CH3:21][O:22][CH2:23][O:24][C:25]1[CH:30]=[C:29]([O:31][S:32]([C:35]2[CH:40]=[CH:39][C:38]([CH3:41])=[CH:37][CH:36]=2)(=[O:34])=[O:33])[CH:28]=[CH:27][C:26]=1B(O)O.[Cl-].C([O-])([O-])=O.[Na+].[Na+]. The catalyst is O1CCOCC1. The product is [CH:11]1([C:10]2[C:9]3[C:4](=[CH:5][C:6]([C:17]([O:19][CH3:20])=[O:18])=[CH:7][CH:8]=3)[NH:3][C:2]=2[C:26]2[CH:27]=[CH:28][C:29]([O:31][S:32]([C:35]3[CH:40]=[CH:39][C:38]([CH3:41])=[CH:37][CH:36]=3)(=[O:34])=[O:33])=[CH:30][C:25]=2[O:24][CH2:23][O:22][CH3:21])[CH2:16][CH2:15][CH2:14][CH2:13][CH2:12]1. The yield is 0.580. (6) The reactants are [C:1]([O:5][C:6](=[O:8])[NH2:7])([CH3:4])([CH3:3])[CH3:2].[NH2:9][CH2:10][CH2:11][NH:12][S:13]([C:16]1[C:17]2[CH:18]=[CH:19][N:20]=[CH:21][C:22]=2[CH:23]=[C:24](Br)[CH:25]=1)(=[O:15])=[O:14].[C:27]1(B2OCCCO2)[CH:32]=[CH:31][CH:30]=[CH:29][CH:28]=1.C([O-])([O-])=O.[Na+].[Na+]. The catalyst is COCCOC.CO.CCOC(C)=O. The product is [C:1]([O:5][C:6](=[O:8])[NH2:7])([CH3:4])([CH3:3])[CH3:2].[NH2:9][CH2:10][CH2:11][NH:12][S:13]([C:16]1[C:17]2[CH:18]=[CH:19][N:20]=[CH:21][C:22]=2[CH:23]=[C:24]([C:27]2[CH:32]=[CH:31][CH:30]=[CH:29][CH:28]=2)[CH:25]=1)(=[O:15])=[O:14]. The yield is 0.970. (7) The reactants are [CH3:1][C:2]1[O:6][N:5]=[C:4]([C:7]2[CH:12]=[CH:11][CH:10]=[CH:9][CH:8]=2)[C:3]=1[CH2:13][NH:14][C:15]1[CH:23]=[CH:22][C:18]([C:19]([OH:21])=O)=[CH:17][N:16]=1.F[B-](F)(F)F.N1(OC(N(C)C)=[N+](C)C)C2C=CC=CC=2N=N1.C(N(CC)C(C)C)(C)C.[CH2:55]([CH2:57][NH2:58])[OH:56]. The catalyst is C(OCC)(=O)C.CN(C=O)C. The product is [OH:56][CH2:55][CH2:57][NH:58][C:19](=[O:21])[C:18]1[CH:22]=[CH:23][C:15]([NH:14][CH2:13][C:3]2[C:4]([C:7]3[CH:8]=[CH:9][CH:10]=[CH:11][CH:12]=3)=[N:5][O:6][C:2]=2[CH3:1])=[N:16][CH:17]=1. The yield is 0.880. (8) The reactants are [CH2:1]([O:4][C:5]1[CH:16]=[CH:15][CH:14]=[C:13]([CH2:17][CH2:18][CH2:19][CH2:20][CH2:21][CH2:22][CH2:23][CH2:24][CH2:25][CH2:26][CH2:27][CH2:28][CH2:29][CH2:30][CH3:31])[C:6]=1[C:7]([O:9]CCC)=[O:8])[CH2:2][CH3:3].CC(C)([O-])C.[K+].CCCCCC.C(OCC)(=O)C.Cl. The catalyst is CS(C)=O. The product is [CH2:1]([O:4][C:5]1[CH:16]=[CH:15][CH:14]=[C:13]([CH2:17][CH2:18][CH2:19][CH2:20][CH2:21][CH2:22][CH2:23][CH2:24][CH2:25][CH2:26][CH2:27][CH2:28][CH2:29][CH2:30][CH3:31])[C:6]=1[C:7]([OH:9])=[O:8])[CH2:2][CH3:3]. The yield is 0.800. (9) The reactants are Br[C:2]1[CH:20]=[CH:19][C:5]([CH2:6][N:7]2[CH2:12][CH2:11][O:10][CH:9]([C:13]3[CH:14]=[N:15][CH:16]=[CH:17][CH:18]=3)[CH2:8]2)=[CH:4][CH:3]=1.[Cl:21][C:22]1[CH:27]=[CH:26][CH:25]=[CH:24][C:23]=1B(O)O.C(=O)([O-])[O-].[Na+].[Na+].C1(C)C=CC=CC=1. The catalyst is C1C=CC([P]([Pd]([P](C2C=CC=CC=2)(C2C=CC=CC=2)C2C=CC=CC=2)([P](C2C=CC=CC=2)(C2C=CC=CC=2)C2C=CC=CC=2)[P](C2C=CC=CC=2)(C2C=CC=CC=2)C2C=CC=CC=2)(C2C=CC=CC=2)C2C=CC=CC=2)=CC=1.C(O)C. The product is [N:15]1[CH:16]=[CH:17][CH:18]=[C:13]([CH:9]2[O:10][CH2:11][CH2:12][N:7]([CH2:6][C:5]3[CH:19]=[CH:20][C:2]([C:23]4[CH:24]=[CH:25][CH:26]=[CH:27][C:22]=4[Cl:21])=[CH:3][CH:4]=3)[CH2:8]2)[CH:14]=1. The yield is 0.970. (10) The reactants are [OH-].[Na+].C[O:4][C:5](=[O:15])[C:6]1[CH:11]=[CH:10][CH:9]=[C:8]([CH2:12][O:13][CH3:14])[CH:7]=1. The catalyst is CO.O1CCCC1. The product is [CH3:14][O:13][CH2:12][C:8]1[CH:7]=[C:6]([CH:11]=[CH:10][CH:9]=1)[C:5]([OH:15])=[O:4]. The yield is 0.980.